The task is: Predict hERG channel inhibition at various concentrations.. This data is from hERG Central: cardiac toxicity at 1µM, 10µM, and general inhibition. (1) The compound is O=C(CSc1nc2ccccc2c(=O)n1Cc1ccco1)N1CCN(c2ccccc2)CC1. Results: hERG_inhib (hERG inhibition (general)): blocker. (2) The drug is CCCCCCn1nc(C(=O)N(CC(C)C)c2c(N)n(CCCC)c(=O)[nH]c2=O)c2ccccc2c1=O. Results: hERG_inhib (hERG inhibition (general)): blocker.